From a dataset of Reaction yield outcomes from USPTO patents with 853,638 reactions. Predict the reaction yield, written as a fraction of the theoretical maximum amount of product (1.0 means a 100% yield; for example, 0.34 means a 34% yield). (1) The product is [CH3:1][O:2][C:3]([C:5]1[CH:6]=[C:7]2[C:11](=[CH:12][CH:13]=1)[N:10]([CH3:14])[CH:9]=[C:8]2[CH2:20][C:19]1[CH:22]=[CH:23][C:16]([F:15])=[CH:17][CH:18]=1)=[O:4]. The yield is 0.220. The reactants are [CH3:1][O:2][C:3]([C:5]1[CH:6]=[C:7]2[C:11](=[CH:12][CH:13]=1)[N:10]([CH3:14])[CH:9]=[CH:8]2)=[O:4].[F:15][C:16]1[CH:23]=[CH:22][C:19]([CH2:20]Br)=[CH:18][CH:17]=1.O1CCOCC1. The catalyst is CCOCC. (2) No catalyst specified. The product is [CH3:6][O:7][C:8]1[N:13]=[CH:12][C:11]([NH:14][C:15]2[C:20]([C:21]3[N:26]=[C:25]([CH3:27])[N:24]=[C:23]([NH2:1])[N:22]=3)=[CH:19][C:18]([CH2:30][N:31]3[CH2:32][CH2:33][N:34]([S:37]([CH3:40])(=[O:38])=[O:39])[CH2:35][CH2:36]3)=[CH:17][N:16]=2)=[CH:10][CH:9]=1. The reactants are [NH3:1].CC(O)C.[CH3:6][O:7][C:8]1[N:13]=[CH:12][C:11]([NH:14][C:15]2[C:20]([C:21]3[N:26]=[C:25]([CH3:27])[N:24]=[C:23](SC)[N:22]=3)=[CH:19][C:18]([CH2:30][N:31]3[CH2:36][CH2:35][N:34]([S:37]([CH3:40])(=[O:39])=[O:38])[CH2:33][CH2:32]3)=[CH:17][N:16]=2)=[CH:10][CH:9]=1. The yield is 0.563.